This data is from Forward reaction prediction with 1.9M reactions from USPTO patents (1976-2016). The task is: Predict the product of the given reaction. (1) Given the reactants [CH2:1]([O:8][C:9]([N:11]1[CH2:16][CH2:15][C:14]([CH2:22][CH2:23][C:24](=O)[NH:25][C:26]2[CH:31]=[C:30]([C:32]#[N:33])[CH:29]=[CH:28][C:27]=2[NH:34][CH2:35][C:36](=[O:44])[NH:37][CH:38]2[CH2:43][CH2:42][CH2:41][CH2:40][CH2:39]2)([C:17]([O:19][CH2:20][CH3:21])=[O:18])[CH2:13][CH2:12]1)=[O:10])C1C=CC=CC=1, predict the reaction product. The product is: [CH2:1]([O:8][C:9]([N:11]1[CH2:16][CH2:15][C:14]([CH2:22][CH2:23][C:24]2[N:34]([CH2:35][C:36](=[O:44])[NH:37][CH:38]3[CH2:39][CH2:40][CH2:41][CH2:42][CH2:43]3)[C:27]3[CH:28]=[CH:29][C:30]([C:32]#[N:33])=[CH:31][C:26]=3[N:25]=2)([C:17]([O:19][CH2:20][CH3:21])=[O:18])[CH2:13][CH2:12]1)=[O:10])[C:26]1[CH:31]=[CH:30][CH:29]=[CH:28][CH:27]=1. (2) Given the reactants C(=O)([O-])[O-].[K+].[K+].[CH2:7]([NH2:11])[CH2:8][CH2:9][CH3:10].[CH:12]1[C:21]2[C:16](=[CH:17][CH:18]=[CH:19][CH:20]=2)[CH:15]=[CH:14][C:13]=1[O:22][CH2:23][CH2:24][CH2:25]Cl, predict the reaction product. The product is: [CH2:7]([NH:11][CH2:25][CH2:24][CH2:23][O:22][C:13]1[CH:14]=[CH:15][C:16]2[C:21](=[CH:20][CH:19]=[CH:18][CH:17]=2)[CH:12]=1)[CH2:8][CH2:9][CH3:10]. (3) Given the reactants [C:1]([O:5][C:6]([N:8]1[CH2:13][CH2:12][N:11]([C:14]2[CH:19]=[CH:18][C:17]([F:20])=[CH:16][C:15]=2[CH3:21])[CH:10]([C:22]([OH:24])=O)[CH2:9]1)=[O:7])([CH3:4])([CH3:3])[CH3:2].[CH3:25][C:26]1[CH:31]=[CH:30][C:29]([CH3:32])=[CH:28][C:27]=1[N:33]1[CH2:38][CH2:37][NH:36][CH2:35][CH2:34]1.F[P-](F)(F)(F)(F)F.N1(OC(N(C)C)=[N+](C)C)C2C=CC=CC=2N=N1.C(N(CC)CC)C, predict the reaction product. The product is: [C:1]([O:5][C:6]([N:8]1[CH2:13][CH2:12][N:11]([C:14]2[CH:19]=[CH:18][C:17]([F:20])=[CH:16][C:15]=2[CH3:21])[CH:10]([C:22]([N:36]2[CH2:37][CH2:38][N:33]([C:27]3[CH:28]=[C:29]([CH3:32])[CH:30]=[CH:31][C:26]=3[CH3:25])[CH2:34][CH2:35]2)=[O:24])[CH2:9]1)=[O:7])([CH3:2])([CH3:4])[CH3:3].